This data is from Forward reaction prediction with 1.9M reactions from USPTO patents (1976-2016). The task is: Predict the product of the given reaction. (1) Given the reactants Cl.[NH2:2][OH:3].C[O-].[Na+].[C:7]([O:11][C:12]([NH:14][CH2:15][C@H:16]([NH:21][C:22]([C:24]1[CH:29]=[CH:28][C:27]([C:30]#[C:31][C:32]2[CH:37]=[CH:36][C:35]([NH:38][C:39](=[O:49])[CH2:40][NH:41][C:42]([O:44][C:45]([CH3:48])([CH3:47])[CH3:46])=[O:43])=[CH:34][CH:33]=2)=[CH:26][CH:25]=1)=[O:23])[C:17]([O:19]C)=O)=[O:13])([CH3:10])([CH3:9])[CH3:8], predict the reaction product. The product is: [OH:3][NH:2][C:17]([C@@H:16]([NH:21][C:22]([C:24]1[CH:29]=[CH:28][C:27]([C:30]#[C:31][C:32]2[CH:33]=[CH:34][C:35]([NH:38][C:39](=[O:49])[CH2:40][NH:41][C:42]([O:44][C:45]([CH3:48])([CH3:46])[CH3:47])=[O:43])=[CH:36][CH:37]=2)=[CH:26][CH:25]=1)=[O:23])[CH2:15][NH:14][C:12]([O:11][C:7]([CH3:9])([CH3:8])[CH3:10])=[O:13])=[O:19]. (2) Given the reactants Br[C:2]1[C:3]([O:17][CH3:18])=[C:4]([C:13]([O:15][CH3:16])=[O:14])[C:5]2[N:6]=[CH:7][C:8](=[O:12])[NH:9][C:10]=2[CH:11]=1.[F:19][C:20]1[CH:21]=[C:22](B(O)O)[CH:23]=[CH:24][C:25]=1[F:26].C(=O)([O-])[O-].[K+].[K+], predict the reaction product. The product is: [F:19][C:20]1[CH:21]=[C:22]([C:2]2[C:3]([O:17][CH3:18])=[C:4]([C:13]([O:15][CH3:16])=[O:14])[C:5]3[N:6]=[CH:7][C:8](=[O:12])[NH:9][C:10]=3[CH:11]=2)[CH:23]=[CH:24][C:25]=1[F:26]. (3) Given the reactants [NH2:1][C:2]1[CH:3]=[C:4]([C:8]2[C:16]([C:17]3[CH:22]=[CH:21][N:20]=[C:19]([NH:23][C:24]4[CH:29]=[CH:28][CH:27]=[C:26]([CH2:30][N:31]([CH3:33])[CH3:32])[CH:25]=4)[N:18]=3)=[C:11]3[CH:12]=[CH:13][CH:14]=[CH:15][N:10]3[N:9]=2)[CH:5]=[CH:6][CH:7]=1.C1COCC1.C1C=CC2N(O)N=NC=2C=1.C[C:50]1[S:54][C:53]([C:55]2C=CC=CC=2)=N[C:51]=1[CH2:61][C:62]([OH:64])=O, predict the reaction product. The product is: [CH3:32][N:31]([CH2:30][C:26]1[CH:25]=[C:24]([NH:23][C:19]2[N:18]=[C:17]([C:16]3[C:8]([C:4]4[CH:3]=[C:2]([NH:1][C:62](=[O:64])[CH2:61][C:51]5[CH:55]=[CH:53][S:54][CH:50]=5)[CH:7]=[CH:6][CH:5]=4)=[N:9][N:10]4[CH:15]=[CH:14][CH:13]=[CH:12][C:11]=34)[CH:22]=[CH:21][N:20]=2)[CH:29]=[CH:28][CH:27]=1)[CH3:33]. (4) The product is: [CH3:1][O:2][C:3]1[C:4]([CH3:20])=[C:5]2[C:10](=[C:11]([CH3:15])[C:12]=1[O:13][CH3:14])[CH2:9][NH:8][CH2:7][CH2:6]2. Given the reactants [CH3:1][O:2][C:3]1[C:4]([CH3:20])=[C:5]2[C:10](=[C:11]([CH3:15])[C:12]=1[O:13][CH3:14])[CH:9](CC(N)=O)[NH:8][CH2:7][CH2:6]2.[OH-].[Na+], predict the reaction product. (5) Given the reactants [F:1][C:2]1[CH:8]=[C:7]([CH3:9])[CH:6]=[CH:5][C:3]=1N.Cl.[N:11]([O-])=O.[Na+].[S:15](=[O:17])=[O:16], predict the reaction product. The product is: [F:1][C:2]1[CH:8]=[C:7]([CH3:9])[CH:6]=[CH:5][C:3]=1[S:15]([NH2:11])(=[O:17])=[O:16]. (6) Given the reactants [NH2:1][C:2]1[CH:3]=[C:4]([CH:10]=[CH:11][CH:12]=1)[O:5][CH2:6][C:7]([OH:9])=[O:8].Cl.N([O-])=O.[Na+].[N-:18]=[N+:19]=[N-].[Na+], predict the reaction product. The product is: [N:1]([C:2]1[CH:3]=[C:4]([CH:10]=[CH:11][CH:12]=1)[O:5][CH2:6][C:7]([OH:9])=[O:8])=[N+:18]=[N-:19].